This data is from Catalyst prediction with 721,799 reactions and 888 catalyst types from USPTO. The task is: Predict which catalyst facilitates the given reaction. (1) Reactant: [CH2:1]([O:3][C:4]([N:6]1[C:15]2[C:10](=[CH:11][C:12]([C:16]([F:19])([F:18])[F:17])=[CH:13][CH:14]=2)[N:9]([CH:20]([C:23]2[CH:28]=[C:27]([C:29]([F:32])([F:31])[F:30])[CH:26]=[C:25]([C:33]([F:36])([F:35])[F:34])[CH:24]=2)[C:21]#[N:22])[CH2:8][CH:7]1[CH2:37][CH3:38])=[O:5])[CH3:2].[NH4+].[Cl-].[N-:41]=[N+:42]=[N-:43].[Na+]. Product: [CH2:1]([O:3][C:4]([N:6]1[C:15]2[C:10](=[CH:11][C:12]([C:16]([F:17])([F:18])[F:19])=[CH:13][CH:14]=2)[N:9]([CH:20]([C:23]2[CH:28]=[C:27]([C:29]([F:30])([F:31])[F:32])[CH:26]=[C:25]([C:33]([F:36])([F:35])[F:34])[CH:24]=2)[C:21]2[N:41]=[N:42][NH:43][N:22]=2)[CH2:8][CH:7]1[CH2:37][CH3:38])=[O:5])[CH3:2]. The catalyst class is: 3. (2) Reactant: [CH2:1]([Mg]Br)[CH3:2].BrC1C=CC(C(F)(F)F)=NC=1.[Cl:16][C:17]1[C:26]2[C:21](=[CH:22][CH:23]=[C:24]([C:27]([C:29]3[N:33]([CH3:34])[CH:32]=[N:31][CH:30]=3)=[O:28])[CH:25]=2)[N:20]=[C:19]([O:35][CH3:36])[C:18]=1[CH2:37][C:38]1[CH:43]=[CH:42][C:41]([S:44]([CH3:47])(=[O:46])=[O:45])=[CH:40][CH:39]=1.Cl. Product: [Cl:16][C:17]1[C:26]2[C:21](=[CH:22][CH:23]=[C:24]([C:27]([C:29]3[N:33]([CH3:34])[CH:32]=[N:31][CH:30]=3)([OH:28])[CH2:1][CH3:2])[CH:25]=2)[N:20]=[C:19]([O:35][CH3:36])[C:18]=1[CH2:37][C:38]1[CH:39]=[CH:40][C:41]([S:44]([CH3:47])(=[O:45])=[O:46])=[CH:42][CH:43]=1. The catalyst class is: 677. (3) Reactant: [C:1]([O:4][C@@H:5]1[C@H:10]([O:11][C:12](=[O:14])[CH3:13])[C@@H:9]([O:15][C:16](=[O:18])[CH3:17])[C@H:8]([CH3:19])[O:7][C@H:6]1[S:20][C:21](N)=[NH2+])(=[O:3])[CH3:2].[C:24](#N)[CH3:25].C(N(CC)CC)C.C(Br)C#C. Product: [C:1]([O:4][C@@H:5]1[C@H:10]([O:11][C:12](=[O:14])[CH3:13])[C@@H:9]([O:15][C:16](=[O:18])[CH3:17])[C@H:8]([CH3:19])[O:7][C@H:6]1[S:20][CH2:21][C:24]#[CH:25])(=[O:3])[CH3:2]. The catalyst class is: 11. (4) Reactant: [C:1]([C:3]1[CH:4]=[C:5]([CH:9]=[CH:10][C:11]=1[O:12][CH:13]([CH3:15])[CH3:14])[C:6]([OH:8])=O)#[N:2].C(Cl)CCl.C1C=CC2N(O)N=NC=2C=1.[F:30][C:31]1[CH:36]=[C:35]([O:37][CH2:38][O:39][CH2:40][CH2:41][Si:42]([CH3:45])([CH3:44])[CH3:43])[CH:34]=[CH:33][C:32]=1[C:46](=[NH:49])[NH:47]O. Product: [F:30][C:31]1[CH:36]=[C:35]([O:37][CH2:38][O:39][CH2:40][CH2:41][Si:42]([CH3:45])([CH3:43])[CH3:44])[CH:34]=[CH:33][C:32]=1[C:46]1[N:49]=[C:6]([C:5]2[CH:9]=[CH:10][C:11]([O:12][CH:13]([CH3:15])[CH3:14])=[C:3]([CH:4]=2)[C:1]#[N:2])[O:8][N:47]=1. The catalyst class is: 1.